From a dataset of Retrosynthesis with 50K atom-mapped reactions and 10 reaction types from USPTO. Predict the reactants needed to synthesize the given product. (1) Given the product CCOC(=O)Cc1c(F)cccc1Cl, predict the reactants needed to synthesize it. The reactants are: CCO.O=C(O)Cc1c(F)cccc1Cl. (2) Given the product CCCCCCCCCCCCC(C)C1(C(=O)NCCO)CO1, predict the reactants needed to synthesize it. The reactants are: CCCCCCCCCCCCC(C)C1(C(=O)O)CO1.NCCO.